Regression/Classification. Given a drug SMILES string, predict its absorption, distribution, metabolism, or excretion properties. Task type varies by dataset: regression for continuous measurements (e.g., permeability, clearance, half-life) or binary classification for categorical outcomes (e.g., BBB penetration, CYP inhibition). Dataset: cyp3a4_veith. From a dataset of CYP3A4 inhibition data for predicting drug metabolism from PubChem BioAssay. The compound is COc1ccc2c(c1)C(=O)N(CCc1ccc(S(=O)(=O)NC(=O)NC3CCCCC3)cc1)C(=O)C2(C)C. The result is 1 (inhibitor).